From a dataset of Full USPTO retrosynthesis dataset with 1.9M reactions from patents (1976-2016). Predict the reactants needed to synthesize the given product. (1) Given the product [Cl:16][C:17]1[CH:25]=[CH:24][C:20]([C:21]([NH:11][CH2:9][CH:4]2[CH2:3][CH2:2][O:1][CH2:6][CH2:5]2)=[O:22])=[CH:19][N:18]=1, predict the reactants needed to synthesize it. The reactants are: [O:1]1[CH2:6][CH2:5][CH:4](NC)[CH2:3][CH2:2]1.[CH2:9]([N:11](CC)CC)C.[Cl:16][C:17]1[CH:25]=[CH:24][C:20]([C:21](Cl)=[O:22])=[CH:19][N:18]=1. (2) Given the product [NH2:8][C:9]1[N:14]=[C:13]([C:15]([N:17]2[CH2:22][CH2:21][CH:20]([N:23]3[CH2:24][CH2:25][CH2:26][CH2:27]3)[CH2:19][CH2:18]2)=[O:16])[C:12]([CH3:28])=[CH:11][C:10]=1[C:29]1[CH:34]=[CH:33][CH:32]=[C:31]([C:35]([F:38])([F:37])[F:36])[CH:30]=1, predict the reactants needed to synthesize it. The reactants are: COC1C=CC(C[NH:8][C:9]2[N:14]=[C:13]([C:15]([N:17]3[CH2:22][CH2:21][CH:20]([N:23]4[CH2:27][CH2:26][CH2:25][CH2:24]4)[CH2:19][CH2:18]3)=[O:16])[C:12]([CH3:28])=[CH:11][C:10]=2[C:29]2[CH:34]=[CH:33][CH:32]=[C:31]([C:35]([F:38])([F:37])[F:36])[CH:30]=2)=CC=1.FC(F)(F)C(O)=O.C(=O)([O-])[O-].[Na+].[Na+]. (3) Given the product [CH2:25]([O:24][C:21]1[CH:22]=[CH:23][C:18]([CH2:17][C:16]2[N:1]([CH2:36][C:34]3[S:35][C:31]([N+:28]([O-:30])=[O:29])=[CH:32][CH:33]=3)[C:2]3=[N:7][CH:6]=[C:5]([C:8]([N:10]([CH2:13][CH3:14])[CH2:11][CH3:12])=[O:9])[CH:4]=[C:3]3[N:15]=2)=[CH:19][CH:20]=1)[CH3:26], predict the reactants needed to synthesize it. The reactants are: [NH2:1][C:2]1[N:7]=[CH:6][C:5]([C:8]([N:10]([CH2:13][CH3:14])[CH2:11][CH3:12])=[O:9])=[CH:4][C:3]=1[NH:15][C:16](=O)[CH2:17][C:18]1[CH:23]=[CH:22][C:21]([O:24][CH2:25][CH3:26])=[CH:20][CH:19]=1.[N+:28]([C:31]1[S:35][C:34]([CH:36]=O)=[CH:33][CH:32]=1)([O-:30])=[O:29].B.N1C=CC=CC=1. (4) Given the product [C:1]([O:5][C:6]([N:8]1[CH2:13][CH2:12][CH:11]([N:14]([C:34]([C:31]2[CH:30]=[N:29][C:28]([Cl:27])=[CH:33][N:32]=2)=[O:35])[CH:15]2[CH2:16][CH2:17]2)[CH2:10][CH2:9]1)=[O:7])([CH3:4])([CH3:2])[CH3:3], predict the reactants needed to synthesize it. The reactants are: [C:1]([O:5][C:6]([N:8]1[CH2:13][CH2:12][CH:11]([NH:14][CH:15]2[CH2:17][CH2:16]2)[CH2:10][CH2:9]1)=[O:7])([CH3:4])([CH3:3])[CH3:2].C(N(C(C)C)C(C)C)C.[Cl:27][C:28]1[N:29]=[CH:30][C:31]([C:34](Cl)=[O:35])=[N:32][CH:33]=1.O.